From a dataset of Reaction yield outcomes from USPTO patents with 853,638 reactions. Predict the reaction yield, written as a fraction of the theoretical maximum amount of product (1.0 means a 100% yield; for example, 0.34 means a 34% yield). The reactants are [CH:1]#[C:2][CH3:3].[F:4][C:5]1[CH:6]=[C:7](I)[C:8]([NH2:11])=[N:9][CH:10]=1.C(N(CC)CC)C. The catalyst is C1COCC1.[Cu]I. The product is [F:4][C:5]1[CH:6]=[C:7]([C:1]#[C:2][CH3:3])[C:8]([NH2:11])=[N:9][CH:10]=1. The yield is 0.840.